From a dataset of Reaction yield outcomes from USPTO patents with 853,638 reactions. Predict the reaction yield, written as a fraction of the theoretical maximum amount of product (1.0 means a 100% yield; for example, 0.34 means a 34% yield). (1) The reactants are COC1C=CC(P2(SP(C3C=CC(OC)=CC=3)(=S)S2)=[S:10])=CC=1.[F:23][C:24]1[CH:29]=[CH:28][C:27]([C:30]2[O:31][C:32]3[CH:41]=[C:40]([NH:42][S:43]([CH3:46])(=[O:45])=[O:44])[C:39]([O:47][CH:48]([CH3:50])[CH3:49])=[CH:38][C:33]=3[C:34]=2[C:35]([NH2:37])=O)=[CH:26][CH:25]=1. The catalyst is C1COCC1. The product is [F:23][C:24]1[CH:29]=[CH:28][C:27]([C:30]2[O:31][C:32]3[CH:41]=[C:40]([NH:42][S:43]([CH3:46])(=[O:44])=[O:45])[C:39]([O:47][CH:48]([CH3:49])[CH3:50])=[CH:38][C:33]=3[C:34]=2[C:35](=[S:10])[NH2:37])=[CH:26][CH:25]=1. The yield is 0.290. (2) The reactants are [Cl:1][C:2]1[CH:3]=[CH:4][C:5]([SH:11])=[C:6]([CH:10]=1)[C:7]([OH:9])=[O:8].SC1C=CC=CC=1C(O)=O.Br[C:23]1[CH:31]=[CH:30][C:29]([F:32])=[CH:28][C:24]=1[C:25]([OH:27])=[O:26]. No catalyst specified. The product is [C:7]([C:6]1[CH:10]=[C:2]([Cl:1])[CH:3]=[CH:4][C:5]=1[S:11][C:23]1[CH:31]=[CH:30][C:29]([F:32])=[CH:28][C:24]=1[C:25]([OH:27])=[O:26])([OH:9])=[O:8]. The yield is 0.920. (3) The reactants are [C:1]([O:5][C:6](=[O:20])[NH:7][C@H:8]([CH2:18][OH:19])/[CH:9]=[CH:10]/[C:11]1[CH:16]=[CH:15][C:14]([Br:17])=[CH:13][CH:12]=1)([CH3:4])([CH3:3])[CH3:2]. The catalyst is CO.[Pt]. The product is [C:1]([O:5][C:6](=[O:20])[NH:7][C@H:8]([CH2:18][OH:19])[CH2:9][CH2:10][C:11]1[CH:12]=[CH:13][C:14]([Br:17])=[CH:15][CH:16]=1)([CH3:4])([CH3:2])[CH3:3]. The yield is 0.780. (4) The product is [F:19][C:20]1[CH:21]=[CH:22][C:23]([S:26]([N:29]([CH2:33][C:34]([NH:16][CH2:15][C:11]2[CH:10]=[C:9]([N:6]3[CH2:7][CH2:8][CH:3]([C:2]([F:17])([F:1])[F:18])[CH2:4][CH2:5]3)[N:14]=[CH:13][N:12]=2)=[O:35])[CH:30]([CH3:31])[CH3:32])(=[O:27])=[O:28])=[CH:24][CH:25]=1. The catalyst is C(Cl)Cl. The yield is 0.270. The reactants are [F:1][C:2]([F:18])([F:17])[CH:3]1[CH2:8][CH2:7][N:6]([C:9]2[N:14]=[CH:13][N:12]=[C:11]([CH2:15][NH2:16])[CH:10]=2)[CH2:5][CH2:4]1.[F:19][C:20]1[CH:25]=[CH:24][C:23]([S:26]([N:29]([CH2:33][C:34](O)=[O:35])[CH:30]([CH3:32])[CH3:31])(=[O:28])=[O:27])=[CH:22][CH:21]=1.CN(C(ON1N=NC2C=CC=NC1=2)=[N+](C)C)C.F[P-](F)(F)(F)(F)F.CCN(C(C)C)C(C)C. (5) The yield is 0.900. The catalyst is [Cu]I.O1CCOCC1. The reactants are [C:1]([NH2:9])(=[O:8])[C:2]1[CH:7]=[CH:6][CH:5]=[CH:4][CH:3]=1.C([O-])([O-])=O.[K+].[K+].[C@@H]1(N)CCCC[C@H]1N.Br[C:25]1[CH:26]=[C:27]([CH3:32])[CH:28]=[C:29]([CH3:31])[CH:30]=1. The product is [CH3:32][C:27]1[CH:26]=[C:25]([NH:9][C:1](=[O:8])[C:2]2[CH:7]=[CH:6][CH:5]=[CH:4][CH:3]=2)[CH:30]=[C:29]([CH3:31])[CH:28]=1. (6) The reactants are [N+:1]([C:4]1[CH:9]=[CH:8][C:7]([CH2:10][CH:11]([OH:13])[CH3:12])=[CH:6][CH:5]=1)([O-:3])=[O:2].[C:14](O[C:14](=[O:17])[CH2:15][CH3:16])(=[O:17])[CH2:15][CH3:16]. The catalyst is C1C=CC=CC=1. The product is [C:14]([O:13][C@H:11]([CH3:12])[CH2:10][C:7]1[CH:6]=[CH:5][C:4]([N+:1]([O-:3])=[O:2])=[CH:9][CH:8]=1)(=[O:17])[CH2:15][CH3:16].[N+:1]([C:4]1[CH:5]=[CH:6][C:7]([CH2:10][C@@H:11]([OH:13])[CH3:12])=[CH:8][CH:9]=1)([O-:3])=[O:2]. The yield is 0.580. (7) The reactants are C(OC([N:8]1[CH2:13][CH2:12][C:11]2=[N:14][N:15]([CH3:18])[C:16](=[O:17])[C:10]2([CH2:19][C:20]2[CH:25]=[CH:24][CH:23]=[CH:22][CH:21]=2)[CH2:9]1)=O)(C)(C)C.FC(F)(F)C(O)=O.C(=O)([O-])[O-].[Na+].[Na+].[C:39]([OH:48])(=[O:47])[C@@H:40]([C@H:42]([C:44]([OH:46])=[O:45])[OH:43])[OH:41]. The catalyst is O.CC(C)=O.C(Cl)Cl. The product is [C:44]([C@@H:42]([C@H:40]([C:39]([OH:48])=[O:47])[OH:41])[OH:43])([OH:46])=[O:45].[CH2:19]([C@:10]12[C:16](=[O:17])[N:15]([CH3:18])[N:14]=[C:11]1[CH2:12][CH2:13][NH:8][CH2:9]2)[C:20]1[CH:25]=[CH:24][CH:23]=[CH:22][CH:21]=1. The yield is 0.879.